From a dataset of NCI-60 drug combinations with 297,098 pairs across 59 cell lines. Regression. Given two drug SMILES strings and cell line genomic features, predict the synergy score measuring deviation from expected non-interaction effect. (1) Synergy scores: CSS=38.5, Synergy_ZIP=0.101, Synergy_Bliss=-2.18, Synergy_Loewe=-12.4, Synergy_HSA=-2.77. Drug 1: C1=NC2=C(N1)C(=S)N=C(N2)N. Drug 2: CC1=C(C(CCC1)(C)C)C=CC(=CC=CC(=CC(=O)O)C)C. Cell line: OVCAR-5. (2) Drug 1: CC1=CC=C(C=C1)C2=CC(=NN2C3=CC=C(C=C3)S(=O)(=O)N)C(F)(F)F. Drug 2: CC1CCC2CC(C(=CC=CC=CC(CC(C(=O)C(C(C(=CC(C(=O)CC(OC(=O)C3CCCCN3C(=O)C(=O)C1(O2)O)C(C)CC4CCC(C(C4)OC)O)C)C)O)OC)C)C)C)OC. Cell line: UACC-257. Synergy scores: CSS=-2.68, Synergy_ZIP=2.48, Synergy_Bliss=2.41, Synergy_Loewe=-0.724, Synergy_HSA=-1.03. (3) Drug 1: CC(CN1CC(=O)NC(=O)C1)N2CC(=O)NC(=O)C2. Drug 2: CS(=O)(=O)OCCCCOS(=O)(=O)C. Cell line: SNB-19. Synergy scores: CSS=15.4, Synergy_ZIP=-5.64, Synergy_Bliss=-1.99, Synergy_Loewe=-4.57, Synergy_HSA=-0.304. (4) Drug 1: CC12CCC(CC1=CCC3C2CCC4(C3CC=C4C5=CN=CC=C5)C)O. Drug 2: C1CN(CCN1C(=O)CCBr)C(=O)CCBr. Cell line: SK-OV-3. Synergy scores: CSS=0.308, Synergy_ZIP=-1.04, Synergy_Bliss=2.48, Synergy_Loewe=1.34, Synergy_HSA=2.05. (5) Drug 1: C1CCC(CC1)NC(=O)N(CCCl)N=O. Drug 2: CN1C2=C(C=C(C=C2)N(CCCl)CCCl)N=C1CCCC(=O)O.Cl. Cell line: OVCAR-8. Synergy scores: CSS=15.5, Synergy_ZIP=-6.63, Synergy_Bliss=-4.21, Synergy_Loewe=-8.26, Synergy_HSA=-5.28. (6) Drug 1: C1CN1P(=S)(N2CC2)N3CC3. Drug 2: CC1=C(C=C(C=C1)C(=O)NC2=CC(=CC(=C2)C(F)(F)F)N3C=C(N=C3)C)NC4=NC=CC(=N4)C5=CN=CC=C5. Cell line: UACC-257. Synergy scores: CSS=1.87, Synergy_ZIP=-2.17, Synergy_Bliss=-1.71, Synergy_Loewe=-2.82, Synergy_HSA=-1.75.